This data is from Experimentally validated miRNA-target interactions with 360,000+ pairs, plus equal number of negative samples. The task is: Binary Classification. Given a miRNA mature sequence and a target amino acid sequence, predict their likelihood of interaction. (1) The miRNA is hsa-miR-6815-5p with sequence UAGGUGGCGCCGGAGGAGUCAUU. The protein sequence of the target gene is MEPPGRRECPFPSWRFPGLLLAAMVLLLYSFSDACEEPPTFEAMELIGKPKPYYEIGERVDYKCKKGYFYIPPLATHTICDRNHTWLPVSDDACYRETCPYIRDPLNGQAVPANGTYEFGYQMHFICNEGYYLIGEEILYCELKGSVAIWSGKPPICEKVLCTPPPKIKNGKHTFSEVEVFEYLDAVTYSCDPAPGPDPFSLIGESTIYCGDNSVWSRAAPECKVVKCRFPVVENGKQISGFGKKFYYKATVMFECDKGFYLDGSDTIVCDSNSTWDPPVPKCLKVLPPSSTKPPALSHS.... Result: 0 (no interaction). (2) The protein sequence of the target gene is MAAPPQPVTHLIFDMDGLLLDTERLYSVVFQEICNRYDKKYSWDVKSLVMGKKALEAAQIIIDVLQLPMSKEELVEESQTKLKEVFPTAALMPGAEKLIIHLRKHGIPFALATSSGSASFDMKTSRHKEFFSLFSHIVLGDDPEVQHGKPDPDIFLACAKRFSPPPAMEKCLVFEDAPNGVEAALAAGMQVVMVPDGNLSRDLTTKATLVLNSLQDFQPELFGLPSYE. Result: 0 (no interaction). The miRNA is hsa-miR-4696 with sequence UGCAAGACGGAUACUGUCAUCU. (3) The miRNA is mmu-miR-17-5p with sequence CAAAGUGCUUACAGUGCAGGUAG. The protein sequence of the target gene is MAGRGGRVLLALCAALVAGGWLLTAEAQEPGAPAAGMRRRRRLQQEDGISFEYHRYPELREALVSVWLQCTAISRIYTVGRSFEGRELLVIELSDNPGVHEPGEPEFKYIGNMHGNEAVGRELLIFLAQYLCNEYQKGNETIVNLIHSTRIHIMPSLNPDGFEKAASQPGELKDWFVGRSNAQGIDLNRNFPDLDRIVYVNEKEGGPNNHLLKNLKKIVDQNSKLAPETKAVIHWIMDIPFVLSANLHGGDLVANYPYDETRSGTAHEYSSCPDDAIFQSLARAYSSFNPVMSDPNRPPC.... Result: 1 (interaction). (4) The miRNA is hsa-miR-433-5p with sequence UACGGUGAGCCUGUCAUUAUUC. The protein sequence of the target gene is MDASLEKIADPTLAEMGKNLKEAVKMLEDSQRRTEEENGKKLISGDIPGPLQGSGQDMVSILQLVQNLMHGDEDEEPQSPRIQNIGEQGHMALLGHSLGAYISTLDKEKLRKLTTRILSDTTLWLCRIFRYENGCAYFHEEEREGLAKICRLAIHSRYEDFVVDGFNVLYNKKPVIYLSAAARPGLGQYLCNQLGLPFPCLCRVPCNTVFGSQHQMDVAFLEKLIKDDIERGRLPLLLVANAGTAAVGHTDKIGRLKELCEQYGIWLHVEGVNLATLALGYVSSSVLAAAKCDSMTMTPG.... Result: 0 (no interaction). (5) The miRNA is mmu-miR-1931 with sequence AUGCAAGGGCUGGUGCGAUGGC. The protein sequence of the target gene is MKDYDELLKYYELYETIGTGGFAKVKLACHVLTGEMVAIKIMDKNALGSDLPRVKTEIDALKSLRHQHICQLYHVLETKNKIFMVLEYCPGGELFDYIISQDRLSEEETRVVFRQILSAVAYVHSQGYAHRDLKPENLLFDENHKLKLIDFGLCAKPKGNKDYHLQTCCGSLAYAAPELIQGKSYLGSEADVWSMGILLYVLMCGFLPFDDDNVMALYKKIMRGKYEVPKWLSPSSILLLQQMLQVDPKKRISMRNLLNHPWVMQDYSCPVEWQSKTPLTHLDEDCVTELSVHHRSSRQT.... Result: 0 (no interaction). (6) The miRNA is hsa-miR-6836-3p with sequence AUGCCUCCCCCGGCCCCGCAG. The protein sequence of the target gene is MKGEAGHMLHNEKSKQEGHIWGSMRRTAFILGSGLLSFVAFWNSVTWHLQRFWGASGYFWQAQWERLLTTFEGKEWILFFIGAIQVPCLFFWSFNGLLLVVDTTGKPNFISRYRIQVGKNEPVDPVKLRQSIRTVLFNQCMISFPMVVFLYPFLKWWRDPCRRELPTFHWFLLELAIFTLIEEVLFYYSHRLLHHPTFYKKIHKKHHEWTAPIGVISLYAHPIEHAVSNMLPVIVGPLVMGSHLSSITMWFSLALIITTISHCGYHLPFLPSPEFHDYHHLKFNQCYGVLGVLDHLHGTD.... Result: 0 (no interaction).